This data is from Full USPTO retrosynthesis dataset with 1.9M reactions from patents (1976-2016). The task is: Predict the reactants needed to synthesize the given product. (1) Given the product [CH3:20][N:21]([CH3:28])[CH:22]1[CH2:27][CH2:26][N:25]([C:7](=[O:8])[C:6]([OH:10])([C:2]2[S:1][CH:5]=[CH:4][CH:3]=2)[C:44]2[S:43][CH:47]=[CH:46][CH:45]=2)[CH2:24][CH2:23]1, predict the reactants needed to synthesize it. The reactants are: [S:1]1[CH:5]=[CH:4][CH:3]=[C:2]1[C:6](=[O:10])[C:7](O)=[O:8].C(Cl)Cl.C(Cl)(=O)C(Cl)=O.[CH3:20][N:21]([CH3:28])[CH:22]1[CH2:27][CH2:26][NH:25][CH2:24][CH2:23]1.CCN(C(C)C)C(C)C.C1COCC1.[S:43]1[CH:47]=[CH:46][CH:45]=[C:44]1[Mg]Br. (2) Given the product [Br:21][C:7]1[C:2]([Cl:1])=[N:3][C:4]([NH:8][C@@H:9]([CH3:13])[CH2:10][O:11][CH3:12])=[CH:5][N:6]=1, predict the reactants needed to synthesize it. The reactants are: [Cl:1][C:2]1[CH:7]=[N:6][CH:5]=[C:4]([NH:8][C@@H:9]([CH3:13])[CH2:10][O:11][CH3:12])[N:3]=1.C1C(=O)N([Br:21])C(=O)C1. (3) Given the product [CH2:16]([O:15][C:10]1[CH:11]=[CH:12][CH:13]=[C:14]2[C:9]=1[NH:8][CH:7]=[C:6]2[C:4]1[C:3](=[O:23])[NH:39][C:37](=[O:38])[C:36]=1[C:24]1[C:34]2=[C:35]3[C:30](=[CH:31][CH:32]=[CH:33]2)[CH2:29][CH2:28][CH2:27][N:26]3[CH:25]=1)[C:17]1[CH:18]=[CH:19][CH:20]=[CH:21][CH:22]=1, predict the reactants needed to synthesize it. The reactants are: CO[C:3](=[O:23])[C:4]([C:6]1[C:14]2[C:9](=[C:10]([O:15][CH2:16][C:17]3[CH:22]=[CH:21][CH:20]=[CH:19][CH:18]=3)[CH:11]=[CH:12][CH:13]=2)[NH:8][CH:7]=1)=O.[C:24]1([CH2:36][C:37]([NH2:39])=[O:38])[C:34]2=[C:35]3[C:30](=[CH:31][CH:32]=[CH:33]2)[CH2:29][CH2:28][CH2:27][N:26]3[CH:25]=1. (4) The reactants are: [Cl:1][C:2]1[CH:3]=[C:4]([CH:41]=[CH:42][C:43]=1[Cl:44])[C:5]([NH:7][C:8]1[CH:9]=[N:10][C:11]([O:14][C:15]2[CH:20]=[CH:19][C:18]([NH:21][CH2:22][C:23](=[O:40])[N:24]3[CH2:29][CH2:28][N:27]([CH2:30][C:31]4[CH:39]=[CH:38][C:37]5[O:36][CH2:35][O:34][C:33]=5[CH:32]=4)[CH2:26][CH2:25]3)=[CH:17][CH:16]=2)=[CH:12][CH:13]=1)=[O:6].C(N(CC)CC)C.[F:52][C:53]([F:64])([F:63])[C:54](O[C:54](=[O:55])[C:53]([F:64])([F:63])[F:52])=[O:55].O. Given the product [Cl:1][C:2]1[CH:3]=[C:4]([CH:41]=[CH:42][C:43]=1[Cl:44])[C:5]([NH:7][C:8]1[CH:9]=[N:10][C:11]([O:14][C:15]2[CH:20]=[CH:19][C:18]([N:21]([CH2:22][C:23](=[O:40])[N:24]3[CH2:25][CH2:26][N:27]([CH2:30][C:31]4[CH:39]=[CH:38][C:37]5[O:36][CH2:35][O:34][C:33]=5[CH:32]=4)[CH2:28][CH2:29]3)[C:54](=[O:55])[C:53]([F:64])([F:63])[F:52])=[CH:17][CH:16]=2)=[CH:12][CH:13]=1)=[O:6], predict the reactants needed to synthesize it. (5) Given the product [CH2:1]([S:8][C:9]1[CH:14]=[C:13]2[C:12](=[CH:11][CH:10]=1)[N:22]([C:23]1[CH:24]=[N:25][C:26]([C:31]3[CH:36]=[CH:35][CH:34]=[C:33]([F:37])[CH:32]=3)=[CH:27][C:28]=1[O:29][CH3:30])[C:17](=[O:19])[CH:16]=[CH:15]2)[C:2]1[CH:7]=[CH:6][CH:5]=[CH:4][CH:3]=1, predict the reactants needed to synthesize it. The reactants are: [CH2:1]([S:8][C:9]1[CH:10]=[CH:11][C:12]([NH:22][C:23]2[CH:24]=[N:25][C:26]([C:31]3[CH:36]=[CH:35][CH:34]=[C:33]([F:37])[CH:32]=3)=[CH:27][C:28]=2[O:29][CH3:30])=[C:13](/[CH:15]=[CH:16]/[C:17]([O:19]CC)=O)[CH:14]=1)[C:2]1[CH:7]=[CH:6][CH:5]=[CH:4][CH:3]=1.C(P(CCCC)CCCC)CCC.C[O-].[Na+].